This data is from Full USPTO retrosynthesis dataset with 1.9M reactions from patents (1976-2016). The task is: Predict the reactants needed to synthesize the given product. (1) Given the product [CH3:1][C:2]1[C:7]([N+:8]([O-:10])=[O:9])=[CH:6][N:5]=[C:4]([NH:11][C:30]([CH:29]2[CH2:27][CH2:28]2)=[O:26])[CH:3]=1, predict the reactants needed to synthesize it. The reactants are: [CH3:1][C:2]1[C:7]([N+:8]([O-:10])=[O:9])=[CH:6][N:5]=[C:4]([NH2:11])[CH:3]=1.C(N(CC)CC)C.C1(CC(Cl)=O)CC1.[O:26]1[CH2:30][CH2:29][CH2:28][CH2:27]1. (2) Given the product [F:1][C:2]1[C:3]([C:9]2[CH:14]=[CH:13][C:12]([F:15])=[CH:11][C:10]=2[O:16][CH3:17])=[CH:4][C:5]([NH:8][C:19]2[CH:24]=[C:23]([CH2:25][S:26][CH3:27])[CH:22]=[C:21]([O:28][CH3:29])[N:20]=2)=[N:6][CH:7]=1, predict the reactants needed to synthesize it. The reactants are: [F:1][C:2]1[C:3]([C:9]2[CH:14]=[CH:13][C:12]([F:15])=[CH:11][C:10]=2[O:16][CH3:17])=[CH:4][C:5]([NH2:8])=[N:6][CH:7]=1.Cl[C:19]1[CH:24]=[C:23]([CH2:25][S:26][CH3:27])[CH:22]=[C:21]([O:28][CH3:29])[N:20]=1.C1(P(C2CCCCC2)C2C=CC=CC=2C2C(C(C)C)=CC(C(C)C)=CC=2C(C)C)CCCCC1.P([O-])([O-])([O-])=O.[K+].[K+].[K+]. (3) Given the product [Cl:1][C:2]1[N:10]=[C:9]2[C:5]([N:6]([CH2:21][CH:22]3[CH2:29][CH2:28][C:25]4([CH2:27][CH2:26]4)[CH2:24][CH2:23]3)[CH:7]=[N:8]2)=[C:4]([Cl:11])[N:3]=1, predict the reactants needed to synthesize it. The reactants are: [Cl:1][C:2]1[N:10]=[C:9]2[C:5]([NH:6][CH:7]=[N:8]2)=[C:4]([Cl:11])[N:3]=1.C([O-])([O-])=O.[K+].[K+].[Na+].[I-].Br[CH2:21][CH:22]1[CH2:29][CH2:28][C:25]2([CH2:27][CH2:26]2)[CH2:24][CH2:23]1. (4) Given the product [N+:1]([C:4]1[CH:9]=[CH:8][C:7]([N:10]2[CH2:11][CH2:12][CH:13]([CH2:16][OH:17])[CH2:14][CH2:15]2)=[CH:6][CH:5]=1)([O-:3])=[O:2], predict the reactants needed to synthesize it. The reactants are: [N+:1]([C:4]1[CH:9]=[CH:8][C:7]([N:10]2[CH2:15][CH2:14][CH:13]([C:16](O)=[O:17])[CH2:12][CH2:11]2)=[CH:6][CH:5]=1)([O-:3])=[O:2].B. (5) The reactants are: [Br:1][C:2]1[CH:7]=[CH:6][C:5]([N+:8]([O-])=O)=[CH:4][C:3]=1[Cl:11].CCO.[Cl-].[NH4+].O. Given the product [Br:1][C:2]1[CH:7]=[CH:6][C:5]([NH2:8])=[CH:4][C:3]=1[Cl:11], predict the reactants needed to synthesize it.